Regression. Given two drug SMILES strings and cell line genomic features, predict the synergy score measuring deviation from expected non-interaction effect. From a dataset of NCI-60 drug combinations with 297,098 pairs across 59 cell lines. (1) Drug 1: C1=C(C(=O)NC(=O)N1)F. Drug 2: C(CC(=O)O)C(=O)CN.Cl. Cell line: EKVX. Synergy scores: CSS=26.7, Synergy_ZIP=-2.80, Synergy_Bliss=-4.22, Synergy_Loewe=-1.00, Synergy_HSA=-0.272. (2) Drug 1: CC1=CC=C(C=C1)C2=CC(=NN2C3=CC=C(C=C3)S(=O)(=O)N)C(F)(F)F. Drug 2: CN1C2=C(C=C(C=C2)N(CCCl)CCCl)N=C1CCCC(=O)O.Cl. Cell line: EKVX. Synergy scores: CSS=1.66, Synergy_ZIP=1.32, Synergy_Bliss=1.69, Synergy_Loewe=1.50, Synergy_HSA=-0.857.